This data is from Forward reaction prediction with 1.9M reactions from USPTO patents (1976-2016). The task is: Predict the product of the given reaction. (1) Given the reactants [C:1]([O:5][C:6]([CH:8]1[CH2:16][CH:15]2[CH:10]([CH2:11][CH2:12][CH2:13][CH2:14]2)[N:9]1[C:17](=[O:34])[CH:18]([NH:23]C(OCC1C=CC=CC=1)=O)[C:19]([CH3:22])([CH3:21])[CH3:20])=[O:7])([CH3:4])([CH3:3])[CH3:2], predict the reaction product. The product is: [C:1]([O:5][C:6]([CH:8]1[CH2:16][CH:15]2[CH:10]([CH2:11][CH2:12][CH2:13][CH2:14]2)[N:9]1[C:17](=[O:34])[CH:18]([NH2:23])[C:19]([CH3:22])([CH3:21])[CH3:20])=[O:7])([CH3:4])([CH3:2])[CH3:3]. (2) Given the reactants [C:1]([O:5][C:6]([N:8]1[CH2:14][CH2:13][C:12]2[CH:15]=[CH:16][C:17](OS(C(F)(F)F)(=O)=O)=[CH:18][C:11]=2[CH2:10][CH2:9]1)=[O:7])([CH3:4])([CH3:3])[CH3:2].[CH3:27][N:28](C)C=O, predict the reaction product. The product is: [C:1]([O:5][C:6]([N:8]1[CH2:14][CH2:13][C:12]2[CH:15]=[CH:16][C:17]([C:27]#[N:28])=[CH:18][C:11]=2[CH2:10][CH2:9]1)=[O:7])([CH3:4])([CH3:3])[CH3:2]. (3) Given the reactants C([N-]C(C)C)(C)C.[Li+].[F:9][C:10]1[CH:11]=[C:12]([C@:16]2([CH2:26][N:27]3[CH:31]=[N:30][CH:29]=[N:28]3)[C@@H:18]([C:19]3[CH:24]=[CH:23][CH:22]=[CH:21][C:20]=3[CH3:25])[O:17]2)[CH:13]=[CH:14][CH:15]=1.[CH3:32][S:33]SC.[Cl-].[NH4+], predict the reaction product. The product is: [F:9][C:10]1[CH:11]=[C:12]([C@:16]2([CH2:26][N:27]3[C:31]([S:33][CH3:32])=[N:30][CH:29]=[N:28]3)[C@@H:18]([C:19]3[CH:24]=[CH:23][CH:22]=[CH:21][C:20]=3[CH3:25])[O:17]2)[CH:13]=[CH:14][CH:15]=1. (4) The product is: [CH2:1]([OH:9])[C:2]#[C:3][CH2:4][CH2:5][CH2:6][CH2:7][CH3:8]. Given the reactants [CH:1](=[O:9])[C:2]#[C:3][CH2:4][CH2:5][CH2:6][CH2:7][CH3:8], predict the reaction product. (5) The product is: [Cl:30][C:3]1[CH:2]=[CH:9][C:6]([CH:7]=[O:8])=[C:5]([O:10][Si:20]([C:16]([CH3:19])([CH3:18])[CH3:17])([CH3:23])[CH3:22])[CH:4]=1. Given the reactants Cl[C:2]1[CH:3]=[CH:4][C:5]([OH:10])=[C:6]([CH:9]=1)[CH:7]=[O:8].N1C=CN=C1.[C:16]([Si:20]([CH3:23])([CH3:22])Cl)([CH3:19])([CH3:18])[CH3:17].C(=O)(O)[O-].[Na+].C(Cl)[Cl:30], predict the reaction product. (6) Given the reactants [CH2:1]([N:8]1[CH2:13][C@@H:12]([CH3:14])[NH:11][C@@H:10]([CH3:15])[CH2:9]1)[C:2]1[CH:7]=[CH:6][CH:5]=[CH:4][CH:3]=1.[C:16]([C:18]1[CH:19]=[C:20]([S:24](Cl)(=[O:26])=[O:25])[CH:21]=[CH:22][CH:23]=1)#[N:17], predict the reaction product. The product is: [C:16]([C:18]1[CH:19]=[C:20]([S:24]([N:11]2[CH:10]([CH3:15])[CH2:9][N:8]([CH2:1][C:2]3[CH:3]=[CH:4][CH:5]=[CH:6][CH:7]=3)[CH2:13][CH:12]2[CH3:14])(=[O:26])=[O:25])[CH:21]=[CH:22][CH:23]=1)#[N:17]. (7) Given the reactants Br[C:2]1[CH:3]=[C:4]2[N:10]=[CH:9][N:8]([CH2:11][C:12]3[CH:28]=[CH:27][C:15]4[N:16]=[C:17]([NH:19][C@@H:20]5[CH2:25][CH2:24][CH2:23][CH2:22][C@H:21]5[OH:26])[S:18][C:14]=4[CH:13]=3)[C:5]2=[N:6][CH:7]=1.[CH:29]([B-](F)(F)F)=[CH2:30].[K+].C(Cl)Cl, predict the reaction product. The product is: [CH:29]([C:2]1[CH:3]=[C:4]2[N:10]=[CH:9][N:8]([CH2:11][C:12]3[CH:28]=[CH:27][C:15]4[N:16]=[C:17]([NH:19][C@@H:20]5[CH2:25][CH2:24][CH2:23][CH2:22][C@H:21]5[OH:26])[S:18][C:14]=4[CH:13]=3)[C:5]2=[N:6][CH:7]=1)=[CH2:30]. (8) Given the reactants [N:1]#[C:2][NH2:3].[CH3:4][O-].[Na+].[Cl:7][C:8]1[S:9][CH:10]=[C:11]([N:13]=[C:14]=[S:15])[CH:12]=1.IC, predict the reaction product. The product is: [Cl:7][C:8]1[S:9][CH:10]=[C:11]([NH:13]/[C:14](/[S:15][CH3:4])=[N:1]/[C:2]#[N:3])[CH:12]=1. (9) Given the reactants [NH2:1][C:2]1[N:7]=[C:6]([C:8]2[CH:13]=[CH:12][C:11]([O:14][CH3:15])=[CH:10][CH:9]=2)[C:5]([C:16]2[CH:17]=[CH:18][C:19](=[O:22])[NH:20][N:21]=2)=[CH:4][N:3]=1.[CH3:23]I, predict the reaction product. The product is: [NH2:1][C:2]1[N:7]=[C:6]([C:8]2[CH:9]=[CH:10][C:11]([O:14][CH3:15])=[CH:12][CH:13]=2)[C:5]([C:16]2[CH:17]=[CH:18][C:19](=[O:22])[N:20]([CH3:23])[N:21]=2)=[CH:4][N:3]=1.